From a dataset of Peptide-MHC class I binding affinity with 185,985 pairs from IEDB/IMGT. Regression. Given a peptide amino acid sequence and an MHC pseudo amino acid sequence, predict their binding affinity value. This is MHC class I binding data. (1) The peptide sequence is FALSYKEQV. The MHC is H-2-Db with pseudo-sequence H-2-Db. The binding affinity (normalized) is 0.0125. (2) The peptide sequence is KTLSPAHLI. The MHC is HLA-A02:02 with pseudo-sequence HLA-A02:02. The binding affinity (normalized) is 0.388. (3) The peptide sequence is EGSHLEVQGY. The MHC is Mamu-A02 with pseudo-sequence Mamu-A02. The binding affinity (normalized) is 0.